From a dataset of Forward reaction prediction with 1.9M reactions from USPTO patents (1976-2016). Predict the product of the given reaction. (1) Given the reactants Cl[C:2]1[N:7]=[CH:6][C:5]([C:8]2[C:9]([CH2:22][CH3:23])=[C:10]([CH2:14][CH2:15][CH2:16][C:17]([O:19][CH2:20][CH3:21])=[O:18])[CH:11]=[CH:12][CH:13]=2)=[CH:4][N:3]=1.[CH3:24][CH:25]([O:27][C:28]1[CH:35]=[CH:34][C:33](B2OC(C)(C)C(C)(C)O2)=[CH:32][C:29]=1[C:30]#[N:31])[CH3:26].P([O-])([O-])([O-])=O.[K+].[K+].[K+], predict the reaction product. The product is: [C:30]([C:29]1[CH:32]=[C:33]([C:2]2[N:7]=[CH:6][C:5]([C:8]3[C:9]([CH2:22][CH3:23])=[C:10]([CH2:14][CH2:15][CH2:16][C:17]([O:19][CH2:20][CH3:21])=[O:18])[CH:11]=[CH:12][CH:13]=3)=[CH:4][N:3]=2)[CH:34]=[CH:35][C:28]=1[O:27][CH:25]([CH3:26])[CH3:24])#[N:31]. (2) Given the reactants [F:1][C:2]1[CH:3]=[C:4]([C:9]2[CH:10]=[C:11]3[C:18]4([CH:22]=[C:21]([F:23])[C:20](=O)[NH:19]4)[C:17]([CH3:26])([CH3:25])[CH2:16][O:15][C:12]3=[CH:13][CH:14]=2)[CH:5]=[C:6]([F:8])[CH:7]=1.P12(SP3(SP(SP(S3)(S1)=S)(=S)S2)=S)=S.[NH3:41].C(OO)(C)(C)C, predict the reaction product. The product is: [F:1][C:2]1[CH:3]=[C:4]([C:9]2[CH:10]=[C:11]3[C:18]4([CH:22]=[C:21]([F:23])[C:20]([NH2:41])=[N:19]4)[C:17]([CH3:25])([CH3:26])[CH2:16][O:15][C:12]3=[CH:13][CH:14]=2)[CH:5]=[C:6]([F:8])[CH:7]=1. (3) Given the reactants [Cl:1][C:2]1[CH:7]=[CH:6][C:5]([C:8]2[N:17]=[C:16]([C:18]([OH:20])=O)[C:15]3[C:10](=[CH:11][CH:12]=[CH:13][CH:14]=3)[N:9]=2)=[CH:4][CH:3]=1.Cl.[OH:22][C:23]1[C:32]([N:33]([CH3:35])[CH3:34])=[CH:31][CH:30]=[C:29]2[C:24]=1[CH2:25][CH2:26][NH:27][CH2:28]2, predict the reaction product. The product is: [Cl:1][C:2]1[CH:7]=[CH:6][C:5]([C:8]2[N:17]=[C:16]([C:18]([N:27]3[CH2:26][CH2:25][C:24]4[C:29](=[CH:30][CH:31]=[C:32]([N:33]([CH3:35])[CH3:34])[C:23]=4[OH:22])[CH2:28]3)=[O:20])[C:15]3[C:10](=[CH:11][CH:12]=[CH:13][CH:14]=3)[N:9]=2)=[CH:4][CH:3]=1. (4) Given the reactants [NH2:1][C:2]1[CH:11]=[CH:10][C:9]2[C:4](=[CH:5][CH:6]=[CH:7][CH:8]=2)[CH:3]=1.[C:12]([O:17][CH2:18][CH:19]([CH3:21])[CH3:20])(=[O:16])[C:13]([CH3:15])=O, predict the reaction product. The product is: [CH2:18]([O:17][C:12](=[O:16])[C@H:13]([CH3:15])[NH:1][C:2]1[CH:11]=[CH:10][C:9]2[C:4](=[CH:5][CH:6]=[CH:7][CH:8]=2)[CH:3]=1)[CH:19]([CH3:21])[CH3:20]. (5) Given the reactants [NH2:1][C:2]1[CH:3]=[C:4]([CH2:8][OH:9])[CH:5]=[CH:6][CH:7]=1.C(N(CC)CC)C.[C:17](OC(=O)C)(=[O:19])[CH3:18], predict the reaction product. The product is: [OH:9][CH2:8][C:4]1[CH:3]=[C:2]([NH:1][C:17](=[O:19])[CH3:18])[CH:7]=[CH:6][CH:5]=1. (6) Given the reactants [Cl-].[Al+3].[Cl-].[Cl-].[N-:5]=[N+:6]=[N-:7].[Na+].[CH3:9][O:10][C:11]1[CH:16]=[CH:15][CH:14]=[C:13]([N:17]=[C:18]=[O:19])[C:12]=1[CH3:20].N([O-])=O.[Na+].Cl, predict the reaction product. The product is: [CH3:20][C:12]1[C:11]([O:10][CH3:9])=[CH:16][CH:15]=[CH:14][C:13]=1[N:17]1[C:18](=[O:19])[NH:7][N:6]=[N:5]1.